From a dataset of Catalyst prediction with 721,799 reactions and 888 catalyst types from USPTO. Predict which catalyst facilitates the given reaction. (1) The catalyst class is: 20. Reactant: [Cl:1][CH2:2][CH2:3][CH2:4][CH2:5][C:6]1([C:12]([O:14]CC)=[O:13])[S:11][CH2:10][CH2:9][CH2:8][S:7]1.[Li+].[OH-].CO. Product: [Cl:1][CH2:2][CH2:3][CH2:4][CH2:5][C:6]1([C:12]([OH:14])=[O:13])[S:7][CH2:8][CH2:9][CH2:10][S:11]1. (2) Reactant: [CH:1]([C:4]1[C:5]([O:16][CH2:17][CH2:18][CH3:19])=[C:6](B(O)O)[CH:7]=[C:8]([CH:10]([CH3:12])[CH3:11])[CH:9]=1)([CH3:3])[CH3:2].[C:20](=[O:23])([O-])[O-].[Na+].[Na+].O.[CH2:27]([OH:29])[CH3:28]. Product: [C:27]([C:20]1[O:23][C:2]2[C:1]([C:4]3[CH:9]=[C:8]([CH:10]([CH3:12])[CH3:11])[CH:7]=[C:6]([CH:6]([CH3:7])[CH3:5])[C:5]=3[O:16][CH2:17][CH2:18][CH3:19])=[CH:3][CH:9]=[CH:4][C:1]=2[CH:2]=1)(=[O:29])[CH3:28]. The catalyst class is: 11. (3) Reactant: [C:1]([O:5][C:6]([N:8]1[CH:12]([CH:13]=[C:14]([P:16]([O:21][CH2:22][CH3:23])([O:18][CH2:19][CH3:20])=[O:17])[F:15])[CH2:11][O:10]C1(C)C)=[O:7])([CH3:4])([CH3:3])[CH3:2].C(OC(=O)NC(C)(C1NC(C2C=CC(CCCCCCCC)=CC=2)=CN=1)COP(OC(C)(C)C)(OC(C)(C)C)=O)(C)(C)C. Product: [CH2:19]([O:18][P:16]([C:14]([F:15])=[CH:13][CH:12]([NH:8][C:6]([O:5][C:1]([CH3:2])([CH3:4])[CH3:3])=[O:7])[CH2:11][OH:10])(=[O:17])[O:21][CH2:22][CH3:23])[CH3:20]. The catalyst class is: 14. (4) Reactant: [Br:1][C:2]1[CH:3]=[C:4]([C:8]([CH3:13])([CH2:11][CH3:12])[C:9]#[N:10])[CH:5]=[CH:6][CH:7]=1.[AlH3].C1(C)C=CC=CC=1. Product: [Br:1][C:2]1[CH:3]=[C:4]([C:8]([CH3:13])([CH2:11][CH3:12])[CH2:9][NH2:10])[CH:5]=[CH:6][CH:7]=1. The catalyst class is: 1. (5) Reactant: [F:1][C:2]1[C:3]([NH:18][C@@H:19]2[CH2:24][CH2:23][CH2:22][N:21]([C:25](=[O:28])[CH:26]=[CH2:27])[CH2:20]2)=[N:4][C:5]([NH:8][C:9]2[CH:10]=[C:11]3[C:15](=[CH:16][CH:17]=2)[CH2:14][NH:13][CH2:12]3)=[N:6][CH:7]=1.[C:29]1(=O)[CH2:32][CH2:31][CH2:30]1.[BH-](OC(C)=O)(OC(C)=O)OC(C)=O.[Na+]. Product: [CH:29]1([N:13]2[CH2:12][C:11]3[C:15](=[CH:16][CH:17]=[C:9]([NH:8][C:5]4[N:4]=[C:3]([NH:18][C@@H:19]5[CH2:24][CH2:23][CH2:22][N:21]([C:25](=[O:28])[CH:26]=[CH2:27])[CH2:20]5)[C:2]([F:1])=[CH:7][N:6]=4)[CH:10]=3)[CH2:14]2)[CH2:32][CH2:31][CH2:30]1. The catalyst class is: 2.